This data is from Full USPTO retrosynthesis dataset with 1.9M reactions from patents (1976-2016). The task is: Predict the reactants needed to synthesize the given product. (1) Given the product [F:1][C:2]1[CH:3]=[C:4]([C:9]2([O:14][CH3:15])[CH2:13][CH2:12][N:11]([CH2:16][CH3:17])[CH2:10]2)[CH:5]=[CH:6][C:7]=1[F:8], predict the reactants needed to synthesize it. The reactants are: [F:1][C:2]1[CH:3]=[C:4]([C:9]2([O:14][CH3:15])[CH2:13][CH2:12][NH:11][CH2:10]2)[CH:5]=[CH:6][C:7]=1[F:8].[CH2:16](N(CC)CC)[CH3:17].ICC. (2) Given the product [OH:18][C:12]1[C:11]([CH3:20])=[CH:10][C:9]([I:8])=[CH:17][C:13]=1[C:14]([O:16][CH3:21])=[O:15], predict the reactants needed to synthesize it. The reactants are: C[Si](C=[N+]=[N-])(C)C.[I:8][C:9]1[CH:10]=[C:11]([CH3:20])[C:12]([O:18]C)=[C:13]([CH:17]=1)[C:14]([O-:16])=[O:15].[CH3:21]C1C=CC=C(C(O)=O)C=1O.C(=O)([O-])[O-].[K+].[K+].[I-].[Na+].Cl[O-].[Na+].[OH-].[Na+]. (3) Given the product [CH3:1][C:2]([O:10][SiH:30]([CH:32]([CH3:34])[CH3:33])[CH:27]([CH3:29])[CH3:28])([C:5]#[C:6][C:7]([CH3:9])=[CH2:8])[CH:3]=[CH2:4], predict the reactants needed to synthesize it. The reactants are: [CH3:1][C:2]([OH:10])([C:5]#[C:6][C:7]([CH3:9])=[CH2:8])[CH:3]=[CH2:4].C(N(CC)CC)C.CN(C1C=CC=CN=1)C.[CH:27]([SiH:30]([CH:32]([CH3:34])[CH3:33])Cl)([CH3:29])[CH3:28]. (4) Given the product [CH3:1][O:2][CH2:15][C:14]([CH:13]([CH2:11][CH2:10][CH2:9][CH2:8][CH2:7][CH2:6][CH2:5][CH3:4])[C:12]#[N:22])=[O:24], predict the reactants needed to synthesize it. The reactants are: [CH3:1][O-:2].[K+].[CH3:4][C:5]1[CH:6]=[CH:7][CH:8]=[CH:9][C:10]=1[CH3:11].[C:12](#[N:22])[CH2:13][CH2:14][CH2:15]CCCCCC.Cl.[OH2:24].